Dataset: Catalyst prediction with 721,799 reactions and 888 catalyst types from USPTO. Task: Predict which catalyst facilitates the given reaction. (1) Reactant: I.[Cl:2][C:3]1[C:4]2[C:5]3[C:6](=[C:20]([CH3:23])[O:21][N:22]=3)[C:7](=[O:19])[N:8]([CH:13]3[CH2:18][CH2:17][CH2:16][NH:15][CH2:14]3)[C:9]=2[CH:10]=[CH:11][CH:12]=1.[CH2:24]([N:31]=[C:32]=[O:33])[C:25]1[CH:30]=[CH:29][CH:28]=[CH:27][CH:26]=1.C(=O)([O-])[O-].[K+].[K+]. Product: [CH2:24]([NH:31][C:32]([N:15]1[CH2:16][CH2:17][CH2:18][CH:13]([N:8]2[C:9]3[CH:10]=[CH:11][CH:12]=[C:3]([Cl:2])[C:4]=3[C:5]3=[N:22][O:21][C:20]([CH3:23])=[C:6]3[C:7]2=[O:19])[CH2:14]1)=[O:33])[C:25]1[CH:30]=[CH:29][CH:28]=[CH:27][CH:26]=1. The catalyst class is: 7. (2) Reactant: I([O-])(=O)(=O)=O.[Na+].[CH3:7][C:8]([C:15]1[CH:20]=[CH:19][CH:18]=[CH:17][N:16]=1)([CH3:14])[CH2:9][CH:10]([OH:13])CO. The catalyst class is: 4. Product: [CH3:14][C:8]([C:15]1[CH:20]=[CH:19][CH:18]=[CH:17][N:16]=1)([CH3:7])[CH2:9][CH:10]=[O:13]. (3) Reactant: C[O:2][C:3](=[O:24])[C@@H:4]([N:9]1[CH2:13][C:12]([O:14][C:15]2[CH:20]=[CH:19][CH:18]=[C:17]([Cl:21])[C:16]=2[F:22])=[CH:11][C:10]1=[O:23])[CH2:5][CH:6]([CH3:8])[CH3:7].O.[OH-].[Li+]. Product: [Cl:21][C:17]1[C:16]([F:22])=[C:15]([CH:20]=[CH:19][CH:18]=1)[O:14][C:12]1[CH2:13][N:9]([C@@H:4]([CH2:5][CH:6]([CH3:8])[CH3:7])[C:3]([OH:24])=[O:2])[C:10](=[O:23])[CH:11]=1. The catalyst class is: 30. (4) Reactant: [C:1]([C:4]1[C:12]2[C:7](=[CH:8][CH:9]=[C:10]([O:13][C:14]3[N:19]=[CH:18][C:17]([Br:20])=[CH:16][N:15]=3)[CH:11]=2)[N:6]([CH2:21][C:22]([O:24]C(C)(C)C)=[O:23])[CH:5]=1)(=[O:3])[CH3:2].C(O)(C(F)(F)F)=O. Product: [C:1]([C:4]1[C:12]2[C:7](=[CH:8][CH:9]=[C:10]([O:13][C:14]3[N:19]=[CH:18][C:17]([Br:20])=[CH:16][N:15]=3)[CH:11]=2)[N:6]([CH2:21][C:22]([OH:24])=[O:23])[CH:5]=1)(=[O:3])[CH3:2]. The catalyst class is: 2. (5) Reactant: [Br:1][C:2]1[CH:7]=[CH:6][C:5]([C:8]2([NH2:16])[CH2:11][C:10]3([O:15][CH2:14][CH2:13][O:12]3)[CH2:9]2)=[CH:4][CH:3]=1.CCN(CC)CC.C(N1[C:33](=[O:34])[C:32]2=[CH:35][CH:36]=[CH:37][CH:38]=[C:31]2[C:30]1=[O:39])(OCC)=O.CO. Product: [Br:1][C:2]1[CH:7]=[CH:6][C:5]([C:8]2([N:16]3[C:33](=[O:34])[C:32]4[C:31](=[CH:38][CH:37]=[CH:36][CH:35]=4)[C:30]3=[O:39])[CH2:11][C:10]3([O:12][CH2:13][CH2:14][O:15]3)[CH2:9]2)=[CH:4][CH:3]=1. The catalyst class is: 2. (6) Reactant: [CH:1]1([C:4]2[NH:25][C:7]3[N:8]=[N:9][C:10]([CH2:12][CH2:13][CH2:14][CH2:15][N:16]4[CH:20]=[C:19]([C:21]([O:23][CH3:24])=[O:22])[N:18]=[N:17]4)=[CH:11][C:6]=3[CH:5]=2)[CH2:3][CH2:2]1.[C:26]1([S:32](Cl)(=[O:34])=[O:33])[CH:31]=[CH:30][CH:29]=[CH:28][CH:27]=1.S(Cl)(Cl)(=O)=O. Product: [CH:1]1([C:4]2[N:25]([S:32]([C:26]3[CH:31]=[CH:30][CH:29]=[CH:28][CH:27]=3)(=[O:34])=[O:33])[C:7]3[N:8]=[N:9][C:10]([CH2:12][CH2:13][CH2:14][CH2:15][N:16]4[CH:20]=[C:19]([C:21]([O:23][CH3:24])=[O:22])[N:18]=[N:17]4)=[CH:11][C:6]=3[CH:5]=2)[CH2:3][CH2:2]1. The catalyst class is: 17. (7) Reactant: Cl.[NH2:2][C@@H:3]1[CH2:12][CH2:11][CH2:10][C:9]2[C:8]([C:13]3[S:17][C:16]([C:18]4[CH:19]=[CH:20][C:21]([O:26][CH:27]([CH3:29])[CH3:28])=[C:22]([CH:25]=4)[C:23]#[N:24])=[N:15][N:14]=3)=[CH:7][CH:6]=[CH:5][C:4]1=2.C([O-])([O-])=O.[K+].[K+].[CH3:36][N:37]([CH3:41])[CH2:38][CH2:39]Br. Product: [CH3:36][N:37]([CH3:41])[CH2:38][CH2:39][NH:2][C@@H:3]1[CH2:12][CH2:11][CH2:10][C:9]2[C:8]([C:13]3[S:17][C:16]([C:18]4[CH:19]=[CH:20][C:21]([O:26][CH:27]([CH3:29])[CH3:28])=[C:22]([CH:25]=4)[C:23]#[N:24])=[N:15][N:14]=3)=[CH:7][CH:6]=[CH:5][C:4]1=2. The catalyst class is: 23.